Dataset: Reaction yield outcomes from USPTO patents with 853,638 reactions. Task: Predict the reaction yield, written as a fraction of the theoretical maximum amount of product (1.0 means a 100% yield; for example, 0.34 means a 34% yield). (1) The reactants are [CH3:1][O:2][C:3]1[CH:4]=[C:5]2[C:10](=[CH:11][C:12]=1[O:13][CH3:14])[N:9]=[CH:8][CH:7]=[C:6]2[O:15][C:16]1[CH:22]=[CH:21][C:19]([NH2:20])=[C:18]([CH3:23])[C:17]=1[CH3:24].C1(C)C=CC=CC=1.C(N(CC)CC)C.ClC(Cl)(O[C:43](=[O:49])[O:44][C:45](Cl)(Cl)Cl)Cl.[Cl:51][C:52]1[CH:57]=[CH:56][C:55]([S:58][CH2:59][CH2:60]CO)=[C:54]([CH3:63])[CH:53]=1. The catalyst is C(Cl)Cl. The product is [CH3:1][O:2][C:3]1[CH:4]=[C:5]2[C:10](=[CH:11][C:12]=1[O:13][CH3:14])[N:9]=[CH:8][CH:7]=[C:6]2[O:15][C:16]1[CH:22]=[CH:21][C:19]([NH:20][C:43](=[O:49])[O:44][CH2:45][CH2:60][CH2:59][S:58][C:55]2[CH:56]=[CH:57][C:52]([Cl:51])=[CH:53][C:54]=2[CH3:63])=[C:18]([CH3:23])[C:17]=1[CH3:24]. The yield is 0.580. (2) The reactants are [C:1]([C:3]1[CH:4]=[C:5]([NH:9][C:10]2[C:19]3[C:14](=[CH:15][C:16]([F:23])=[C:17]([N+:20]([O-])=O)[CH:18]=3)[N:13]=[CH:12][N:11]=2)[CH:6]=[CH:7][CH:8]=1)#[CH:2].O.O.Cl[Sn]Cl.C([O-])(O)=O.[Na+]. The catalyst is C(OCC)(=O)C. The product is [C:1]([C:3]1[CH:4]=[C:5]([NH:9][C:10]2[C:19]3[C:14](=[CH:15][C:16]([F:23])=[C:17]([NH2:20])[CH:18]=3)[N:13]=[CH:12][N:11]=2)[CH:6]=[CH:7][CH:8]=1)#[CH:2]. The yield is 0.810. (3) The reactants are [F:1][C:2]1[CH:3]=[C:4]([N:17]2[CH2:21][CH:20]([CH2:22][NH:23][C:24](=[O:26])[CH3:25])[O:19][C:18]2=[O:27])[CH:5]=[CH:6][C:7]=1[N:8]1[CH:12]=[C:11]([CH2:13][C:14](=[S:16])[NH2:15])[N:10]=[CH:9]1.Cl[CH2:29][C:30](=O)[CH3:31]. The catalyst is C(O)C. The product is [F:1][C:2]1[CH:3]=[C:4]([N:17]2[CH2:21][C@H:20]([CH2:22][NH:23][C:24](=[O:26])[CH3:25])[O:19][C:18]2=[O:27])[CH:5]=[CH:6][C:7]=1[N:8]1[CH:12]=[C:11]([CH2:13][C:14]2[S:16][CH:29]=[C:30]([CH3:31])[N:15]=2)[N:10]=[CH:9]1. The yield is 0.140. (4) The reactants are [OH:1][C:2]1[C:11]2[C:6](=[N:7][CH:8]=[C:9]([I:12])[CH:10]=2)[N:5]([CH3:13])[C:4](=[O:14])[C:3]=1[C:15](=[O:22])[CH2:16][CH2:17][C:18]([O:20]C)=[O:19].C(OC1C2C(=NC=C(I)C=2)N(C)C(=O)C=1)(=O)CCC(OC)=O.C([O-])(=O)C.[Na+]. No catalyst specified. The product is [OH:1][C:2]1[C:11]2[C:6](=[N:7][CH:8]=[C:9]([I:12])[CH:10]=2)[N:5]([CH3:13])[C:4](=[O:14])[C:3]=1[C:15](=[O:22])[CH2:16][CH2:17][C:18]([OH:20])=[O:19]. The yield is 0.270. (5) The reactants are [CH3:1][S:2][C:3]1[O:7][C:6]2[C:8](=[O:17])[C:9]3[C:14]([C:15](=[O:16])[C:5]=2[CH:4]=1)=[CH:13][CH:12]=[CH:11][CH:10]=3.I(O)(=O)(=O)=[O:19].O. The catalyst is C(#N)C. The product is [CH3:1][S:2]([C:3]1[O:7][C:6]2[C:8](=[O:17])[C:9]3[C:14]([C:15](=[O:16])[C:5]=2[CH:4]=1)=[CH:13][CH:12]=[CH:11][CH:10]=3)=[O:19]. The yield is 0.800. (6) The reactants are C(OC([NH:11][C@@H:12]([CH2:23][C:24]1[CH:29]=[CH:28][C:27]([C:30]2[N:35]=[CH:34][C:33]([C:36]3[CH:41]=[CH:40][C:39]([O:42][CH2:43][CH2:44][CH2:45][CH2:46][CH2:47][CH2:48][CH3:49])=[CH:38][CH:37]=3)=[CH:32][N:31]=2)=[CH:26][CH:25]=1)[C:13]([N:15]1[CH2:18][CH:17]([C:19]([O:21][CH3:22])=[O:20])[CH2:16]1)=[O:14])=O)C1C=CC=CC=1. The catalyst is CO.[Pd]. The product is [NH2:11][C@@H:12]([CH2:23][C:24]1[CH:29]=[CH:28][C:27]([C:30]2[N:35]=[CH:34][C:33]([C:36]3[CH:37]=[CH:38][C:39]([O:42][CH2:43][CH2:44][CH2:45][CH2:46][CH2:47][CH2:48][CH3:49])=[CH:40][CH:41]=3)=[CH:32][N:31]=2)=[CH:26][CH:25]=1)[C:13]([N:15]1[CH2:16][CH:17]([C:19]([O:21][CH3:22])=[O:20])[CH2:18]1)=[O:14]. The yield is 0.630.